From a dataset of Forward reaction prediction with 1.9M reactions from USPTO patents (1976-2016). Predict the product of the given reaction. (1) Given the reactants [Cl:1][C:2]1[C:3]([C:21]2[N:25]3[CH:26]=[CH:27][CH:28]=[CH:29][C:24]3=[N:23][CH:22]=2)=[N:4][C:5]([NH:8][C:9]2[CH:14]=[CH:13][C:12]([CH2:15][C:16]([OH:18])=O)=[CH:11][C:10]=2[O:19][CH3:20])=[N:6][CH:7]=1.[N:30]1([CH2:36][CH2:37][OH:38])[CH2:35][CH2:34][NH:33][CH2:32][CH2:31]1, predict the reaction product. The product is: [Cl:1][C:2]1[C:3]([C:21]2[N:25]3[CH:26]=[CH:27][CH:28]=[CH:29][C:24]3=[N:23][CH:22]=2)=[N:4][C:5]([NH:8][C:9]2[CH:14]=[CH:13][C:12]([CH2:15][C:16]([N:33]3[CH2:34][CH2:35][N:30]([CH2:36][CH2:37][OH:38])[CH2:31][CH2:32]3)=[O:18])=[CH:11][C:10]=2[O:19][CH3:20])=[N:6][CH:7]=1. (2) Given the reactants [H-].[H-].[H-].[H-].[Li+].[Al+3].[CH3:7][O:8][C:9]1[C:14]([CH3:15])=[C:13]([CH3:16])[C:12]([O:17][CH3:18])=[C:11]([CH3:19])[C:10]=1[CH2:20]/[CH:21]=[C:22](\[CH3:28])/[CH2:23][CH2:24][CH2:25][C:26]#[N:27].C1C[O:32][CH2:31][CH2:30]1, predict the reaction product. The product is: [CH3:7][O:8][C:9]1[C:14]([CH3:15])=[C:13]([CH3:16])[C:12]([O:17][CH3:18])=[C:11]([CH3:19])[C:10]=1[CH2:20]/[CH:21]=[C:22](\[CH3:28])/[CH2:23][CH2:24][CH2:25][CH2:26][NH:27][C:31](=[O:32])[CH3:30]. (3) Given the reactants [OH-].[K+].[NH:3]1[C:11]2[C:6](=[CH:7][C:8]([CH:12]3[CH2:17][CH2:16][N:15]([C:18]([O:20][C:21]([CH3:24])([CH3:23])[CH3:22])=[O:19])[CH2:14][CH2:13]3)=[CH:9][CH:10]=2)[CH:5]=[N:4]1.[I:25]I.[O-]S([O-])(=S)=O.[Na+].[Na+], predict the reaction product. The product is: [I:25][C:5]1[C:6]2[C:11](=[CH:10][CH:9]=[C:8]([CH:12]3[CH2:17][CH2:16][N:15]([C:18]([O:20][C:21]([CH3:24])([CH3:23])[CH3:22])=[O:19])[CH2:14][CH2:13]3)[CH:7]=2)[NH:3][N:4]=1. (4) Given the reactants [Br:1][C:2]1[CH:3]=[C:4](F)[C:5]([C:8]#[N:9])=[N:6][CH:7]=1.[CH2:11]([Mg]Cl)[CH3:12].C([N:22]1C2C(=CC=C(C(O)=O)C=2)C=C1)C1C=CC=CC=1.CC1C=CC=C(C)C=1CN1C2C(=CC=C(C(O)=O)C=2)C=C1, predict the reaction product. The product is: [Br:1][C:2]1[CH:3]=[C:4]2[NH:22][N:9]=[C:8]([CH2:11][CH3:12])[C:5]2=[N:6][CH:7]=1. (5) Given the reactants [Br:1][C:2]1[CH:32]=[CH:31][C:5]([O:6][C:7]2[C:16]3[C:11](=[CH:12][C:13]([O:19][CH2:20][CH2:21][CH2:22][NH:23]C(OC(C)(C)C)=O)=[C:14]([O:17][CH3:18])[CH:15]=3)[N:10]=[CH:9][N:8]=2)=[C:4]([F:33])[CH:3]=1, predict the reaction product. The product is: [NH2:23][CH2:22][CH2:21][CH2:20][O:19][C:13]1[CH:12]=[C:11]2[C:16]([C:7]([O:6][C:5]3[CH:31]=[CH:32][C:2]([Br:1])=[CH:3][C:4]=3[F:33])=[N:8][CH:9]=[N:10]2)=[CH:15][C:14]=1[O:17][CH3:18]. (6) Given the reactants [Cl:1][C:2]1[CH:7]=[CH:6][C:5](B(O)O)=[CH:4][CH:3]=1.[CH3:11][O:12][C:13](=[O:37])[C:14]1[CH:19]=[CH:18][CH:17]=[C:16]([CH2:20][N:21]([C:29](=[O:36])[C:30]#[C:31][C:32]([OH:35])([CH3:34])[CH3:33])[C:22]2[CH:27]=[CH:26][CH:25]=[CH:24][C:23]=2I)[CH:15]=1, predict the reaction product. The product is: [CH3:11][O:12][C:13](=[O:37])[C:14]1[CH:19]=[CH:18][CH:17]=[C:16]([CH2:20][N:21]2[C:22]3[C:27](=[CH:26][CH:25]=[CH:24][CH:23]=3)/[C:30](=[C:31](\[C:5]3[CH:6]=[CH:7][C:2]([Cl:1])=[CH:3][CH:4]=3)/[C:32]([OH:35])([CH3:34])[CH3:33])/[C:29]2=[O:36])[CH:15]=1. (7) The product is: [S:6]1[C:2]2[CH:1]=[CH:33][CH:34]=[CH:35][C:3]=2[N:4]=[C:5]1[NH:7][C:8](=[O:32])[C:9]1[CH:14]=[CH:13][C:12]([O:15][C:16]2[CH:21]=[CH:20][N:19]=[C:18]3[NH:22][N:23]=[C:24]([NH:25][C@@H:26]4[CH2:31][CH2:30][CH2:29][NH:28][CH2:27]4)[C:17]=23)=[CH:11][CH:10]=1. Given the reactants [CH3:1][C:2]1[S:6][C:5]([NH:7][C:8](=[O:32])[C:9]2[CH:14]=[CH:13][C:12]([O:15][C:16]3[CH:21]=[CH:20][N:19]=[C:18]4[NH:22][N:23]=[C:24]([NH:25][C@@H:26]5[CH2:31][CH2:30][CH2:29][NH:28][CH2:27]5)[C:17]=34)=[CH:11][CH:10]=2)=[N:4][CH:3]=1.[C:33](Cl)(=O)[CH:34]=[CH2:35], predict the reaction product.